Dataset: Catalyst prediction with 721,799 reactions and 888 catalyst types from USPTO. Task: Predict which catalyst facilitates the given reaction. (1) Reactant: [NH2:1][C:2]1[CH:7]=[C:6]([C:8]([F:11])([F:10])[F:9])[CH:5]=[CH:4][C:3]=1[NH:12][C:13]1[CH:14]=[C:15]([CH:21]=[CH:22][CH:23]=1)[C:16]([O:18][CH2:19][CH3:20])=[O:17].N1C=CC=CC=1.C1COCC1.[CH:35]1([C:41](Cl)=[O:42])[CH2:40][CH2:39][CH2:38][CH2:37][CH2:36]1. Product: [CH:35]1([C:41]([NH:1][C:2]2[CH:7]=[C:6]([C:8]([F:10])([F:11])[F:9])[CH:5]=[CH:4][C:3]=2[NH:12][C:13]2[CH:14]=[C:15]([CH:21]=[CH:22][CH:23]=2)[C:16]([O:18][CH2:19][CH3:20])=[O:17])=[O:42])[CH2:40][CH2:39][CH2:38][CH2:37][CH2:36]1. The catalyst class is: 6. (2) Reactant: [S:1]1[CH2:6][CH2:5][CH:4]([OH:7])[CH2:3][CH2:2]1.CCN(CC)CC.[CH3:15][S:16](Cl)(=[O:18])=[O:17]. Product: [CH3:15][S:16]([O:7][CH:4]1[CH2:5][CH2:6][S:1][CH2:2][CH2:3]1)(=[O:18])=[O:17]. The catalyst class is: 2. (3) Reactant: [Br:1][C:2]1[CH:3]=[C:4]([C:8]2[NH:12][N:11]=[C:10]([SH:13])[N:9]=2)[CH:5]=[CH:6][CH:7]=1.C([O:18][C:19](=[O:22])[CH2:20]Br)(C)(C)C. Product: [Br:1][C:2]1[CH:3]=[C:4]([C:8]2[NH:12][N:11]=[C:10]([S:13][CH2:20][C:19]([OH:22])=[O:18])[N:9]=2)[CH:5]=[CH:6][CH:7]=1. The catalyst class is: 21. (4) Reactant: [CH:1]1([C:7]([CH3:16])([C:13](=O)[CH3:14])[C:8](OCC)=[O:9])[CH2:6][CH2:5][CH2:4][CH2:3][CH2:2]1.[NH2:17][NH2:18]. Product: [CH:1]1([C:7]2([CH3:16])[C:8](=[O:9])[NH:18][N:17]=[C:13]2[CH3:14])[CH2:6][CH2:5][CH2:4][CH2:3][CH2:2]1. The catalyst class is: 11. (5) Reactant: C(OC([N:8]([CH2:42][C:43]([O:45]C(C)(C)C)=[O:44])[C:9]1[CH:14]=[CH:13][CH:12]=[C:11]([CH:15]([CH2:26][C:27]2[CH:32]=[CH:31][C:30]([C:33]3[CH:38]=[CH:37][CH:36]=[C:35]([O:39][CH2:40][CH3:41])[CH:34]=3)=[CH:29][CH:28]=2)[NH:16][S:17]([C:20]2[CH:21]=[N:22][CH:23]=[CH:24][CH:25]=2)(=[O:19])=[O:18])[N:10]=1)=O)(C)(C)C.Cl.O. Product: [CH2:40]([O:39][C:35]1[CH:34]=[C:33]([C:30]2[CH:29]=[CH:28][C:27]([CH2:26][CH:15]([NH:16][S:17]([C:20]3[CH:21]=[N:22][CH:23]=[CH:24][CH:25]=3)(=[O:18])=[O:19])[C:11]3[N:10]=[C:9]([NH:8][CH2:42][C:43]([OH:45])=[O:44])[CH:14]=[CH:13][CH:12]=3)=[CH:32][CH:31]=2)[CH:38]=[CH:37][CH:36]=1)[CH3:41]. The catalyst class is: 12.